Predict the reaction yield, written as a fraction of the theoretical maximum amount of product (1.0 means a 100% yield; for example, 0.34 means a 34% yield). From a dataset of Reaction yield outcomes from USPTO patents with 853,638 reactions. (1) The reactants are [Br:1][C:2]1[CH:3]=[C:4]([NH:13][CH:14]2[CH2:19][CH2:18][O:17][CH2:16][CH2:15]2)[C:5]([CH3:12])=[C:6]([CH:11]=1)[C:7]([O:9][CH3:10])=[O:8].[CH:20](=O)[CH:21]([CH3:23])[CH3:22].C(O)(=O)C.C([BH3-])#N.[Na+]. The catalyst is CO. The product is [Br:1][C:2]1[CH:3]=[C:4]([N:13]([CH2:20][CH:21]([CH3:23])[CH3:22])[CH:14]2[CH2:19][CH2:18][O:17][CH2:16][CH2:15]2)[C:5]([CH3:12])=[C:6]([CH:11]=1)[C:7]([O:9][CH3:10])=[O:8]. The yield is 0.543. (2) The product is [Br:2][C:3]1[CH:4]=[CH:5][C:6]([N:9]2[CH2:14][CH2:13][N:12]([S:23]([CH3:22])(=[O:25])=[O:24])[CH2:11][CH2:10]2)=[CH:7][CH:8]=1. The catalyst is ClCCl. The yield is 0.810. The reactants are Cl.[Br:2][C:3]1[CH:8]=[CH:7][C:6]([N:9]2[CH2:14][CH2:13][NH:12][CH2:11][CH2:10]2)=[CH:5][CH:4]=1.C(N(CC)CC)C.[CH3:22][S:23](Cl)(=[O:25])=[O:24]. (3) The reactants are [CH2:1]([NH:8][C:9]([C:11]1[S:15][C:14]([NH:16][C:17]([O:19][C:20]([CH3:23])([CH3:22])[CH3:21])=[O:18])=[N:13][C:12]=1[CH3:24])=[O:10])[C:2]1[CH:7]=[CH:6][CH:5]=[CH:4][CH:3]=1.[Br:25]N1C(=O)CCC1=O. The catalyst is C(#N)C. The product is [CH2:1]([NH:8][C:9]([C:11]1[S:15][C:14]([NH:16][C:17]([O:19][C:20]([CH3:21])([CH3:23])[CH3:22])=[O:18])=[N:13][C:12]=1[CH2:24][Br:25])=[O:10])[C:2]1[CH:3]=[CH:4][CH:5]=[CH:6][CH:7]=1. The yield is 0.580. (4) The reactants are [CH2:1]([NH:4][C:5]([N:7]1[C:11]([CH3:12])=[CH:10][C:9]([O:13][C:14]2[C:19]([Cl:20])=[CH:18][C:17]([C:21]([F:24])([F:23])[F:22])=[CH:16][C:15]=2[Cl:25])=[N:8]1)=[O:6])[CH:2]=C.I([O-])(=O)(=O)=[O:27].[Na+].S([O-])([O-])(=O)=S.[Na+].[Na+].C(OCC)(=O)C. The catalyst is CCOCC.O.[Os](=O)(=O)(=O)=O. The product is [CH:2]([CH2:1][NH:4][C:5]([N:7]1[C:11]([CH3:12])=[CH:10][C:9]([O:13][C:14]2[C:19]([Cl:20])=[CH:18][C:17]([C:21]([F:22])([F:23])[F:24])=[CH:16][C:15]=2[Cl:25])=[N:8]1)=[O:6])=[O:27]. The yield is 0.491.